This data is from Forward reaction prediction with 1.9M reactions from USPTO patents (1976-2016). The task is: Predict the product of the given reaction. (1) Given the reactants Br[C:2]1[CH:3]=[C:4]([CH:21]=[CH:22][CH:23]=1)[CH:5]=[C:6]1[C:12]2[CH:13]=[CH:14][CH:15]=[CH:16][C:11]=2[CH2:10][CH2:9][C:8]2[CH:17]=[CH:18][CH:19]=[CH:20][C:7]1=2.[C:24]([Cu])#[N:25].CCOC(C)=O, predict the reaction product. The product is: [CH:17]1[C:8]2[CH2:9][CH2:10][C:11]3[CH:16]=[CH:15][CH:14]=[CH:13][C:12]=3[C:6](=[CH:5][C:4]3[CH:21]=[C:22]([CH:23]=[CH:2][CH:3]=3)[C:24]#[N:25])[C:7]=2[CH:20]=[CH:19][CH:18]=1. (2) Given the reactants [CH:1]1[C:9]2[C:8]3[CH2:10][CH2:11][CH2:12][CH2:13][CH2:14][CH2:15][C:7]=3[O:6][C:5]=2[CH:4]=[CH:3][C:2]=1[NH2:16].[C:17]([C:21]1[CH:29]=[CH:28][C:24]([C:25](Cl)=[O:26])=[CH:23][CH:22]=1)([CH3:20])([CH3:19])[CH3:18], predict the reaction product. The product is: [C:17]([C:21]1[CH:22]=[CH:23][C:24]([C:25]([NH:16][C:2]2[CH:3]=[CH:4][C:5]3[O:6][C:7]4[CH2:15][CH2:14][CH2:13][CH2:12][CH2:11][CH2:10][C:8]=4[C:9]=3[CH:1]=2)=[O:26])=[CH:28][CH:29]=1)([CH3:20])([CH3:18])[CH3:19]. (3) Given the reactants [C:1]([O:5][C@@H:6]([C:12]1[C:40]([CH3:41])=[N:39][C:38]2=[CH:42][C:35]3=[N:36][N:37]2[C:13]=1[N:14]1[CH2:46][CH2:45][C:17]([CH3:47])([O:18][CH2:19][CH2:20][CH2:21][CH2:22][O:23][C:24]2[CH:25]=[CH:26][CH:27]=[CH:28][C:29]=2[CH2:30][C:31](=[O:44])[CH2:32][NH:33][C:34]3=[O:43])[CH2:16][CH2:15]1)[C:7]([O:9]CC)=[O:8])([CH3:4])([CH3:3])[CH3:2].[OH-].[Na+], predict the reaction product. The product is: [C:1]([O:5][C@@H:6]([C:12]1[C:40]([CH3:41])=[N:39][C:38]2=[CH:42][C:35]3=[N:36][N:37]2[C:13]=1[N:14]1[CH2:46][CH2:45][C:17]([CH3:47])([O:18][CH2:19][CH2:20][CH2:21][CH2:22][O:23][C:24]2[CH:25]=[CH:26][CH:27]=[CH:28][C:29]=2[CH2:30][C:31](=[O:44])[CH2:32][NH:33][C:34]3=[O:43])[CH2:16][CH2:15]1)[C:7]([OH:9])=[O:8])([CH3:4])([CH3:2])[CH3:3]. (4) Given the reactants [Br:1][C:2]1[CH:3]=[C:4]2[C@@:15]3([CH2:19][S:18][C:17]([NH2:20])=[N:16]3)[C:14]3[CH:13]=[C:12]([Cl:21])[N:11]=[CH:10][C:9]=3[O:8][C:5]2=[CH:6][CH:7]=1.[C:22](O[C:22]([O:24][C:25]([CH3:28])([CH3:27])[CH3:26])=[O:23])([O:24][C:25]([CH3:28])([CH3:27])[CH3:26])=[O:23].C(=O)(O)[O-].[Na+], predict the reaction product. The product is: [Br:1][C:2]1[CH:3]=[C:4]2[C@@:15]3([CH2:19][S:18][C:17]([NH:20][C:22](=[O:23])[O:24][C:25]([CH3:28])([CH3:27])[CH3:26])=[N:16]3)[C:14]3[CH:13]=[C:12]([Cl:21])[N:11]=[CH:10][C:9]=3[O:8][C:5]2=[CH:6][CH:7]=1.